From a dataset of Catalyst prediction with 721,799 reactions and 888 catalyst types from USPTO. Predict which catalyst facilitates the given reaction. (1) Reactant: Cl[CH2:2][C:3]1[CH:4]=[C:5]([CH:18]=[CH:19][CH:20]=1)[O:6][C:7]1[N:12]=[C:11]([CH3:13])[C:10]([C:14]([F:17])([F:16])[F:15])=[CH:9][CH:8]=1.[P:21]([O:28]CC)([O:25][CH2:26][CH3:27])[O:22][CH2:23][CH3:24]. Product: [CH2:23]([O:22][P:21]([CH2:2][C:3]1[CH:4]=[C:5]([CH:18]=[CH:19][CH:20]=1)[O:6][C:7]1[N:12]=[C:11]([CH3:13])[C:10]([C:14]([F:17])([F:16])[F:15])=[CH:9][CH:8]=1)([O:25][CH2:26][CH3:27])=[O:28])[CH3:24]. The catalyst class is: 13. (2) Reactant: Br[C:2]1[CH:3]=[C:4]([C:8]2[CH:9]=[N:10][C:11]3[N:12]([C:14]([C:17]4([C:20]5[CH:21]=[C:22]6[C:27](=[CH:28][CH:29]=5)[N:26]=[CH:25][CH:24]=[CH:23]6)[CH2:19][CH2:18]4)=[N:15][N:16]=3)[N:13]=2)[CH:5]=[CH:6][CH:7]=1.[NH:30]1[CH:34]=[CH:33][N:32]=[CH:31]1.[I-].[Na+].CN[C@H]1CCCC[C@@H]1NC.C(=O)([O-])[O-].[Cs+].[Cs+]. Product: [N:30]1([C:2]2[CH:3]=[C:4]([C:8]3[CH:9]=[N:10][C:11]4[N:12]([C:14]([C:17]5([C:20]6[CH:21]=[C:22]7[C:27](=[CH:28][CH:29]=6)[N:26]=[CH:25][CH:24]=[CH:23]7)[CH2:19][CH2:18]5)=[N:15][N:16]=4)[N:13]=3)[CH:5]=[CH:6][CH:7]=2)[CH:34]=[CH:33][N:32]=[CH:31]1. The catalyst class is: 185.